This data is from Full USPTO retrosynthesis dataset with 1.9M reactions from patents (1976-2016). The task is: Predict the reactants needed to synthesize the given product. (1) Given the product [NH2:3][CH:5]([C:8]1[CH:22]=[CH:21][C:11]([C:12]([NH:14][C:15]2[CH:16]=[N:17][CH:18]=[CH:19][CH:20]=2)=[O:13])=[CH:10][CH:9]=1)[CH3:6], predict the reactants needed to synthesize it. The reactants are: [BH3-]C#[N:3].[Na+].[C:5]([C:8]1[CH:22]=[CH:21][C:11]([C:12]([NH:14][C:15]2[CH:16]=[N:17][CH:18]=[CH:19][CH:20]=2)=[O:13])=[CH:10][CH:9]=1)(=O)[CH3:6]. (2) Given the product [Br:19][CH:12]1[C:11](=[O:16])[CH:10]([C:7]2[CH:6]=[CH:5][C:4]([O:3][C:2]([F:17])([F:18])[F:1])=[CH:9][CH:8]=2)[CH2:15][CH2:14][CH2:13]1, predict the reactants needed to synthesize it. The reactants are: [F:1][C:2]([F:18])([F:17])[O:3][C:4]1[CH:9]=[CH:8][C:7]([CH:10]2[CH2:15][CH2:14][CH2:13][CH2:12][C:11]2=[O:16])=[CH:6][CH:5]=1.[Br:19]Br. (3) Given the product [C:30]([N:13]1[CH2:14][CH2:15][C@@H:11]([NH:10][C:9]2[N:8]=[CH:7][C:6](/[CH:16]=[CH:17]/[C:18]([O:20][CH2:21][CH3:22])=[O:19])=[CH:5][C:4]=2[Cl:3])[CH2:12]1)(=[O:37])[C:31]1[CH:36]=[CH:35][CH:34]=[CH:33][CH:32]=1, predict the reactants needed to synthesize it. The reactants are: Cl.Cl.[Cl:3][C:4]1[CH:5]=[C:6](/[CH:16]=[CH:17]/[C:18]([O:20][CH2:21][CH3:22])=[O:19])[CH:7]=[N:8][C:9]=1[NH:10][C@@H:11]1[CH2:15][CH2:14][NH:13][CH2:12]1.CCN(CC)CC.[C:30](Cl)(=[O:37])[C:31]1[CH:36]=[CH:35][CH:34]=[CH:33][CH:32]=1.O. (4) Given the product [F:14][C:15]1[CH:16]=[C:17]([CH:21]=[C:22]([F:24])[CH:23]=1)[C:18]([N:10]=[C:8]1[N:7]([CH:26]([CH2:31][CH3:32])[C:27]([OH:29])=[O:28])[C:6]2[CH:11]=[C:2]([F:1])[C:3]([F:13])=[C:4]([F:12])[C:5]=2[S:9]1)=[O:19], predict the reactants needed to synthesize it. The reactants are: [F:1][C:2]1[C:3]([F:13])=[C:4]([F:12])[C:5]2[S:9][C:8]([NH2:10])=[N:7][C:6]=2[CH:11]=1.[F:14][C:15]1[CH:16]=[C:17]([CH:21]=[C:22]([F:24])[CH:23]=1)[C:18](Cl)=[O:19].Br[CH:26]([CH2:31][CH3:32])[C:27]([O:29]C)=[O:28].COC1C=CC2N=C(N)SC=2C=1.ClC1C=C(C=CC=1)C(Cl)=O.BrCC(OCC)=O. (5) The reactants are: [OH:1][NH:2][C:3]([C:5]1[CH:13]=[CH:12][C:11]2[NH:10][C:9]3[CH:14]([CH2:17][C:18]([O:20][CH2:21][CH3:22])=[O:19])[CH2:15][CH2:16][C:8]=3[C:7]=2[CH:6]=1)=[NH:4].[F:23][C:24]([F:35])([F:34])[C:25]1[CH:26]=[C:27]([CH:31]=[CH:32][CH:33]=1)[C:28](Cl)=O. Given the product [F:23][C:24]([F:34])([F:35])[C:25]1[CH:26]=[C:27]([C:28]2[O:1][N:2]=[C:3]([C:5]3[CH:13]=[CH:12][C:11]4[NH:10][C:9]5[CH:14]([CH2:17][C:18]([O:20][CH2:21][CH3:22])=[O:19])[CH2:15][CH2:16][C:8]=5[C:7]=4[CH:6]=3)[N:4]=2)[CH:31]=[CH:32][CH:33]=1, predict the reactants needed to synthesize it.